Dataset: CYP1A2 inhibition data for predicting drug metabolism from PubChem BioAssay. Task: Regression/Classification. Given a drug SMILES string, predict its absorption, distribution, metabolism, or excretion properties. Task type varies by dataset: regression for continuous measurements (e.g., permeability, clearance, half-life) or binary classification for categorical outcomes (e.g., BBB penetration, CYP inhibition). Dataset: cyp1a2_veith. The molecule is O=C(c1cnccn1)N1CCC2(CCN(Cc3nccs3)CC2)CC1. The result is 0 (non-inhibitor).